From a dataset of Catalyst prediction with 721,799 reactions and 888 catalyst types from USPTO. Predict which catalyst facilitates the given reaction. (1) Product: [CH3:15][C:2]([C:16]1[CH:25]=[CH:24][C:23]2[C:22]([CH3:27])([CH3:26])[CH2:21][CH2:20][C:19]([CH3:29])([CH3:28])[C:18]=2[CH:17]=1)([CH3:1])[CH2:3][O:4][C:5]1[CH:6]=[CH:7][C:8]([C:9]([OH:11])=[O:10])=[CH:13][CH:14]=1. The catalyst class is: 1. Reactant: [CH3:1][C:2]([C:16]1[CH:25]=[CH:24][C:23]2[C:22]([CH3:27])([CH3:26])[CH2:21][CH2:20][C:19]([CH3:29])([CH3:28])[C:18]=2[CH:17]=1)([CH3:15])[CH2:3][O:4][C:5]1[CH:14]=[CH:13][C:8]([C:9]([O:11]C)=[O:10])=[CH:7][CH:6]=1.O.[OH-].[Li+].Cl. (2) Reactant: Br[C:2]1[CH:3]=[C:4]([CH2:9][C:10]2[CH:15]=[CH:14][CH:13]=[CH:12][N:11]=2)[C:5]([NH2:8])=[N:6][CH:7]=1.[B:16]1([B:16]2[O:20][C:19]([CH3:22])([CH3:21])[C:18]([CH3:24])([CH3:23])[O:17]2)[O:20][C:19]([CH3:22])([CH3:21])[C:18]([CH3:24])([CH3:23])[O:17]1.C([O-])(=O)C.[K+]. Product: [N:11]1[CH:12]=[CH:13][CH:14]=[CH:15][C:10]=1[CH2:9][C:4]1[C:5]([NH2:8])=[N:6][CH:7]=[C:2]([B:16]2[O:20][C:19]([CH3:22])([CH3:21])[C:18]([CH3:24])([CH3:23])[O:17]2)[CH:3]=1. The catalyst class is: 57.